From a dataset of Reaction yield outcomes from USPTO patents with 853,638 reactions. Predict the reaction yield, written as a fraction of the theoretical maximum amount of product (1.0 means a 100% yield; for example, 0.34 means a 34% yield). (1) The reactants are [CH2:1]([O:8][C:9]1[CH:10]=[CH:11][C:12]([O:28][CH:29]([CH3:31])[CH3:30])=[C:13]([C:15]2[NH:27][C:18]3=[N:19][C:20]([C:23]([O:25]C)=[O:24])=[CH:21][CH:22]=[C:17]3[N:16]=2)[CH:14]=1)[C:2]1[CH:7]=[CH:6][CH:5]=[CH:4][CH:3]=1.[OH-].[Na+].Cl. The catalyst is CO. The product is [CH2:1]([O:8][C:9]1[CH:10]=[CH:11][C:12]([O:28][CH:29]([CH3:31])[CH3:30])=[C:13]([C:15]2[NH:27][C:18]3=[N:19][C:20]([C:23]([OH:25])=[O:24])=[CH:21][CH:22]=[C:17]3[N:16]=2)[CH:14]=1)[C:2]1[CH:7]=[CH:6][CH:5]=[CH:4][CH:3]=1. The yield is 0.640. (2) The reactants are [C:1]([NH:6][C:7]1[NH:8][C:9](=[O:31])[C:10]2[N:11]=[CH:12][N:13]([C:29]=2[N:30]=1)[C@@H:14]1[O:28][C@H:18]([CH2:19][O:20][Si:21]([C:24]([CH3:27])([CH3:26])[CH3:25])([CH3:23])[CH3:22])[C@@H:16]([OH:17])[CH2:15]1)(=[O:5])[CH:2]([CH3:4])[CH3:3].C(O)(=O)C.C(OC(=O)C)(=O)C.C([O-])([O-])=O.[K+].[K+].[CH3:49][S:50]([CH3:52])=O. No catalyst specified. The product is [C:1]([NH:6][C:7]1[NH:8][C:9](=[O:31])[C:10]2[N:11]=[CH:12][N:13]([C:29]=2[N:30]=1)[C@@H:14]1[O:28][C@H:18]([CH2:19][O:20][Si:21]([C:24]([CH3:26])([CH3:25])[CH3:27])([CH3:23])[CH3:22])[C@@H:16]([O:17][CH2:49][S:50][CH3:52])[CH2:15]1)(=[O:5])[CH:2]([CH3:4])[CH3:3]. The yield is 0.690.